From a dataset of Reaction yield outcomes from USPTO patents with 853,638 reactions. Predict the reaction yield, written as a fraction of the theoretical maximum amount of product (1.0 means a 100% yield; for example, 0.34 means a 34% yield). The reactants are [Cl:1][C:2]1[C:3]([NH:15][C:16]2[CH:21]=[CH:20][C:19]([Cl:22])=[CH:18][CH:17]=2)=[N:4][CH:5]=[C:6]([C:8]2[NH:9][C:10]([CH3:14])=[C:11]([CH3:13])[N:12]=2)[CH:7]=1.[H-].[Na+].I[CH2:26][CH2:27][CH3:28]. The catalyst is CN(C=O)C. The product is [Cl:1][C:2]1[C:3]([NH:15][C:16]2[CH:21]=[CH:20][C:19]([Cl:22])=[CH:18][CH:17]=2)=[N:4][CH:5]=[C:6]([C:8]2[N:12]([CH2:26][CH2:27][CH3:28])[C:11]([CH3:13])=[C:10]([CH3:14])[N:9]=2)[CH:7]=1. The yield is 0.0800.